This data is from hERG potassium channel inhibition data for cardiac toxicity prediction from Karim et al.. The task is: Regression/Classification. Given a drug SMILES string, predict its toxicity properties. Task type varies by dataset: regression for continuous values (e.g., LD50, hERG inhibition percentage) or binary classification for toxic/non-toxic outcomes (e.g., AMES mutagenicity, cardiotoxicity, hepatotoxicity). Dataset: herg_karim. (1) The drug is Cc1c(C(F)CN2CCN(C(=O)Cc3ccc(-n4cnnn4)nc3)CC2)ccc2c1COC2=O. The result is 0 (non-blocker). (2) The compound is O=C(NC1CCCCC1)C(C1CCCCC1)n1c(-c2ccc(Cl)cc2)nc2cc(F)c(F)cc21. The result is 1 (blocker). (3) The drug is CO[C@H](C[C@H](CCCCNCc1ccc(F)cc1)C(=O)NO)c1ccc(F)cc1. The result is 1 (blocker). (4) The compound is Cc1c(F)cccc1-c1ccc(/C=C/[C@H]2[C@H](C)C(F)(F)C[C@@]3(C(N)=O)C(=O)O[C@H](C)[C@@H]23)nc1. The result is 0 (non-blocker). (5) The compound is COc1c(CCN2CCN(C(=O)Cc3ccc(-n4cnnn4)cc3)CC2)ccc2c1COC2=O. The result is 0 (non-blocker).